From a dataset of Catalyst prediction with 721,799 reactions and 888 catalyst types from USPTO. Predict which catalyst facilitates the given reaction. (1) Reactant: [C:1]([NH:9][C:10]1[CH:22]=[C:21](Br)[CH:20]=[CH:19][C:11]=1[C:12]([O:14][C:15]([CH3:18])([CH3:17])[CH3:16])=[O:13])(=[O:8])[C:2]1[CH:7]=[CH:6][CH:5]=[CH:4][CH:3]=1.C([O-])(=O)C.[K+].[B:29]1([B:29]2[O:33][C:32]([CH3:35])([CH3:34])[C:31]([CH3:37])([CH3:36])[O:30]2)[O:33][C:32]([CH3:35])([CH3:34])[C:31]([CH3:37])([CH3:36])[O:30]1. Product: [C:1]([NH:9][C:10]1[CH:22]=[C:21]([B:29]2[O:33][C:32]([CH3:35])([CH3:34])[C:31]([CH3:37])([CH3:36])[O:30]2)[CH:20]=[CH:19][C:11]=1[C:12]([O:14][C:15]([CH3:18])([CH3:17])[CH3:16])=[O:13])(=[O:8])[C:2]1[CH:7]=[CH:6][CH:5]=[CH:4][CH:3]=1. The catalyst class is: 12. (2) Reactant: [C:1]12([CH:11]([OH:24])[CH2:12][NH:13][C:14]3[C:15]4[CH2:23][CH2:22][NH:21][CH2:20][C:16]=4[N:17]=[CH:18][N:19]=3)[CH2:10][CH:5]3[CH2:6][CH:7]([CH2:9][CH:3]([CH2:4]3)[CH2:2]1)[CH2:8]2.[C:25]([O:29][C:30](O[C:30]([O:29][C:25]([CH3:28])([CH3:27])[CH3:26])=[O:31])=[O:31])([CH3:28])([CH3:27])[CH3:26].C(N(CC)CC)C. Product: [C:25]([O:29][C:30]([N:21]1[CH2:22][CH2:23][C:15]2[C:14]([NH:13][CH2:12][CH:11]([C:1]34[CH2:2][CH:3]5[CH2:4][CH:5]([CH2:6][CH:7]([CH2:9]5)[CH2:8]3)[CH2:10]4)[OH:24])=[N:19][CH:18]=[N:17][C:16]=2[CH2:20]1)=[O:31])([CH3:28])([CH3:27])[CH3:26]. The catalyst class is: 2.